From a dataset of Forward reaction prediction with 1.9M reactions from USPTO patents (1976-2016). Predict the product of the given reaction. (1) Given the reactants [NH2:1][CH2:2][CH2:3][CH2:4][N:5]([CH2:13][C:14]1[CH:19]=[CH:18][CH:17]=[CH:16][CH:15]=1)[CH2:6][C:7]1[CH:12]=[CH:11][CH:10]=[CH:9][CH:8]=1.[C:20]([O:24][CH2:25][CH3:26])(=[O:23])[CH:21]=[CH2:22], predict the reaction product. The product is: [C:7]1([CH2:6][N:5]([CH2:13][C:14]2[CH:19]=[CH:18][CH:17]=[CH:16][CH:15]=2)[CH2:4][CH2:3][CH2:2][NH:1][CH2:22][CH2:21][C:20]([O:24][CH2:25][CH3:26])=[O:23])[CH:8]=[CH:9][CH:10]=[CH:11][CH:12]=1. (2) The product is: [CH2:15]([O:14][C:12]1[C:11]([C:17]([F:20])([F:19])[F:18])=[CH:10][C:9]2[NH:21][C:22](=[O:38])[CH2:23][C:24]([C:25]3[CH:30]=[CH:29][CH:28]=[C:27]([C:31]4[CH:36]=[CH:35][CH:34]=[CH:33][N:32]=4)[CH:26]=3)=[N:7][C:8]=2[CH:13]=1)[CH3:16]. Given the reactants C(OC(=O)[NH:7][C:8]1[CH:13]=[C:12]([O:14][CH2:15][CH3:16])[C:11]([C:17]([F:20])([F:19])[F:18])=[CH:10][C:9]=1[NH:21][C:22](=[O:38])[CH2:23][C:24](=O)[C:25]1[CH:30]=[CH:29][CH:28]=[C:27]([C:31]2[CH:36]=[CH:35][CH:34]=[CH:33][N:32]=2)[CH:26]=1)(C)(C)C.C(O)(C(F)(F)F)=O, predict the reaction product.